This data is from Reaction yield outcomes from USPTO patents with 853,638 reactions. The task is: Predict the reaction yield, written as a fraction of the theoretical maximum amount of product (1.0 means a 100% yield; for example, 0.34 means a 34% yield). (1) The reactants are [OH:1][CH2:2][CH2:3][O:4][CH2:5][CH2:6][NH:7][C:8]([C:10]1[CH:11]=[C:12]([CH:16]=[CH:17][CH:18]=1)[C:13]([OH:15])=O)=[O:9].CN(C(ON1N=N[C:29]2[CH:30]=[CH:31][CH:32]=[N:33][C:28]1=2)=[N+](C)C)C.F[P-](F)(F)(F)(F)F.C(N(C(C)C)C(C)C)C.[NH2:52][C:53]1[CH:77]=[CH:76][C:75](N2CCCCC2)=[CH:74][C:54]=1[C:55]([NH:57][C:58]1[CH:63]=[N:62][C:61]([C:64]2[CH:69]=[CH:68][CH:67]=[C:66]([C:70]([F:73])([F:72])[F:71])[CH:65]=2)=[CH:60][N:59]=1)=[O:56]. The catalyst is CN(C)C=O.C(OCC)(=O)C. The product is [OH:1][CH2:2][CH2:3][O:4][CH2:5][CH2:6][NH:7][C:8](=[O:9])[C:10]1[CH:18]=[CH:17][CH:16]=[C:12]([C:13]([NH:52][C:53]2([N:33]3[CH2:28][CH2:29][CH2:30][CH2:31][CH2:32]3)[CH:77]=[CH:76][CH:75]=[CH:74][CH:54]2[C:55](=[O:56])[NH:57][C:58]2[CH:63]=[N:62][C:61]([C:64]3[CH:69]=[CH:68][CH:67]=[C:66]([C:70]([F:73])([F:71])[F:72])[CH:65]=3)=[CH:60][N:59]=2)=[O:15])[CH:11]=1. The yield is 0.0700. (2) The reactants are [CH3:1][O:2][C:3](=[O:26])[CH2:4][C:5]1[C:14]([CH3:15])=[C:13](B2OC(C)(C)C(C)(C)O2)[C:12]2[C:7](=[CH:8][CH:9]=[C:10]([F:25])[CH:11]=2)[CH:6]=1.Br[C:28]1[CH:33]=[CH:32][C:31]([S:34][C:35]2[CH:40]=[CH:39][CH:38]=[C:37]([Cl:41])[CH:36]=2)=[CH:30][CH:29]=1.C(=O)(O)[O-].[Na+].O. The catalyst is C(COC)OC.[Pd].C1(P(C2C=CC=CC=2)C2C=CC=CC=2)C=CC=CC=1.C1(P(C2C=CC=CC=2)C2C=CC=CC=2)C=CC=CC=1.C1(P(C2C=CC=CC=2)C2C=CC=CC=2)C=CC=CC=1.C1(P(C2C=CC=CC=2)C2C=CC=CC=2)C=CC=CC=1. The product is [CH3:1][O:2][C:3](=[O:26])[CH2:4][C:5]1[C:14]([CH3:15])=[C:13]([C:28]2[CH:29]=[CH:30][C:31]([S:34][C:35]3[CH:40]=[CH:39][CH:38]=[C:37]([Cl:41])[CH:36]=3)=[CH:32][CH:33]=2)[C:12]2[C:7](=[CH:8][CH:9]=[C:10]([F:25])[CH:11]=2)[CH:6]=1. The yield is 0.400. (3) The reactants are [NH2:1][C:2]1[C:11]2[C:6](=[C:7](I)[CH:8]=[CH:9][CH:10]=2)[N:5]=[N:4][C:3]=1[C:13]([NH:15][CH2:16][CH2:17][CH3:18])=[O:14].[CH3:19][C:20]1[CH:25]=[CH:24][C:23]([CH3:26])=[CH:22][C:21]=1B(O)O. No catalyst specified. The product is [NH2:1][C:2]1[C:11]2[C:6](=[C:7]([C:21]3[CH:22]=[C:23]([CH3:26])[CH:24]=[CH:25][C:20]=3[CH3:19])[CH:8]=[CH:9][CH:10]=2)[N:5]=[N:4][C:3]=1[C:13]([NH:15][CH2:16][CH2:17][CH3:18])=[O:14]. The yield is 0.830.